Predict the reactants needed to synthesize the given product. From a dataset of Full USPTO retrosynthesis dataset with 1.9M reactions from patents (1976-2016). (1) Given the product [CH3:7][S:8]([CH2:9][CH2:10][N:11]1[C:20]2[C:15](=[CH:16][CH:17]=[CH:18][CH:19]=2)[CH2:14][CH:13]([NH:21][C:22]([C:24]2[NH:33][C:27]3=[CH:28][N:29]=[C:30]([Cl:32])[CH:31]=[C:26]3[CH:25]=2)=[O:23])[C:12]1=[O:34])(=[O:1])=[O:35], predict the reactants needed to synthesize it. The reactants are: [OH:1]OS([O-])=O.[K+].[CH3:7][S:8][CH2:9][CH2:10][N:11]1[C:20]2[C:15](=[CH:16][CH:17]=[CH:18][CH:19]=2)[CH2:14][CH:13]([NH:21][C:22]([C:24]2[NH:33][C:27]3=[CH:28][N:29]=[C:30]([Cl:32])[CH:31]=[C:26]3[CH:25]=2)=[O:23])[C:12]1=[O:34].[OH2:35]. (2) Given the product [Br:1][C:2]1[CH:3]=[C:4]([CH2:13][Cl:17])[C:5]2[O:9][C:8]([CH3:11])([CH3:10])[CH2:7][C:6]=2[CH:12]=1, predict the reactants needed to synthesize it. The reactants are: [Br:1][C:2]1[CH:3]=[C:4]([CH2:13]O)[C:5]2[O:9][C:8]([CH3:11])([CH3:10])[CH2:7][C:6]=2[CH:12]=1.S(Cl)([Cl:17])=O. (3) Given the product [CH3:24][C:2]1[N:3]=[C:4]2[N:13]3[C:8]4=[C:9]([CH:16]=[CH:17][C:18]([CH3:19])=[C:7]4[C:6]4[CH:20]=[CH:21][CH:22]=[CH:23][C:5]2=4)[C:10]([CH3:14])([CH3:15])[CH2:11][C:12]=13, predict the reactants needed to synthesize it. The reactants are: Br[C:2]1[N:3]=[C:4]2[N:13]3[C:8]4=[C:9]([CH:16]=[CH:17][C:18]([CH3:19])=[C:7]4[C:6]4[CH:20]=[CH:21][CH:22]=[CH:23][C:5]2=4)[C:10]([CH3:15])([CH3:14])[CH2:11][C:12]=13.[CH3:24]B1OB(C)OB(C)O1.C(=O)([O-])[O-].[K+].[K+].C1(P(C2CCCCC2)C2C=CC=CC=2C2C(OC)=CC=CC=2OC)CCCCC1. (4) Given the product [CH2:29]([N:14]([C:11]1[C:10]([CH3:26])=[CH:9][C:8]2[C:7]([CH3:28])([CH3:27])[CH2:6][CH:5]=[C:4]([CH:1]([CH3:3])[CH3:2])[C:13]=2[CH:12]=1)[C:15]1[CH:16]=[CH:17][C:18]([C:19]([O:21][CH2:22][CH3:23])=[O:20])=[CH:24][CH:25]=1)[CH3:30], predict the reactants needed to synthesize it. The reactants are: [CH:1]([C:4]1[C:13]2[CH:12]=[C:11]([NH:14][C:15]3[CH:25]=[CH:24][C:18]([C:19]([O:21][CH2:22][CH3:23])=[O:20])=[CH:17][CH:16]=3)[C:10]([CH3:26])=[CH:9][C:8]=2[C:7]([CH3:28])([CH3:27])[CH2:6][CH:5]=1)([CH3:3])[CH3:2].[CH:29](=O)[CH3:30].